This data is from Forward reaction prediction with 1.9M reactions from USPTO patents (1976-2016). The task is: Predict the product of the given reaction. (1) The product is: [F:25][C:23]1([F:26])[O:22][C:16]2=[CH:17][CH:18]=[C:19]3[C:14]([N:13]=[C:12]([NH2:27])[N:11]4[N:10]=[C:9]([CH2:8][C:7]5[C:2]([N:37]6[CH2:38][CH2:39][C@@H:35]([C:32]7[CH:33]=[CH:34][C:29]([F:28])=[CH:30][CH:31]=7)[CH2:36]6)=[N:3][CH:4]=[CH:5][CH:6]=5)[N:21]=[C:20]34)=[C:15]2[O:24]1. Given the reactants Cl[C:2]1[C:7]([CH2:8][C:9]2[N:21]=[C:20]3[N:11]([C:12]([NH2:27])=[N:13][C:14]4[C:19]3=[CH:18][CH:17]=[C:16]3[O:22][C:23]([F:26])([F:25])[O:24][C:15]=43)[N:10]=2)=[CH:6][CH:5]=[CH:4][N:3]=1.[F:28][C:29]1[CH:34]=[CH:33][C:32]([C@@H:35]2[CH2:39][CH2:38][NH:37][CH2:36]2)=[CH:31][CH:30]=1.C(N(CC)C(C)C)(C)C.CN1CCCC1=O, predict the reaction product. (2) Given the reactants [CH3:1][C:2]1[CH:7]=[CH:6][CH:5]=[C:4]([S:8][CH3:9])[C:3]=1[C:10]1[CH2:14][CH2:13][O:12][N:11]=1.[Br:15]Br, predict the reaction product. The product is: [Br:15][C:7]1[C:2]([CH3:1])=[C:3]([C:10]2[CH2:14][CH2:13][O:12][N:11]=2)[C:4]([S:8][CH3:9])=[CH:5][CH:6]=1.